From a dataset of Peptide-MHC class II binding affinity with 134,281 pairs from IEDB. Regression. Given a peptide amino acid sequence and an MHC pseudo amino acid sequence, predict their binding affinity value. This is MHC class II binding data. (1) The peptide sequence is ALLSGLDFAKVASVQ. The MHC is DRB1_0101 with pseudo-sequence DRB1_0101. The binding affinity (normalized) is 0.827. (2) The peptide sequence is RWLLLNVTSEDLGKT. The MHC is DRB3_0202 with pseudo-sequence DRB3_0202. The binding affinity (normalized) is 0.834.